From a dataset of Forward reaction prediction with 1.9M reactions from USPTO patents (1976-2016). Predict the product of the given reaction. (1) Given the reactants [CH3:1][N:2]1[C@@H:7]2[C@@H:8]3[O:10][C@@H:9]3[C@H:3]1[CH2:4][CH:5]([O:11][C:12]([C:14]([OH:25])([C:20]1[S:24][CH:23]=[CH:22][CH:21]=1)[C:15]1[S:19][CH:18]=[CH:17][CH:16]=1)=[O:13])[CH2:6]2.[C:26](#N)C.C[I:30], predict the reaction product. The product is: [CH3:1][N+:2]1([CH3:26])[C@@H:3]2[C@@H:9]3[O:10][C@@H:8]3[C@H:7]1[CH2:6][C@@H:5]([O:11][C:12]([C:14]([OH:25])([C:15]1[S:19][CH:18]=[CH:17][CH:16]=1)[C:20]1[S:24][CH:23]=[CH:22][CH:21]=1)=[O:13])[CH2:4]2.[I-:30]. (2) The product is: [Br:1][C:2]1[CH:11]=[C:10]2[C:5](=[CH:4][C:3]=1[O:15][CH3:16])[C:6]([CH3:14])([CH3:13])[CH2:7][CH:8]=[C:9]2[CH:17]([CH3:19])[CH3:18]. Given the reactants [Br:1][C:2]1[CH:11]=[C:10]2[C:5]([C:6]([CH3:14])([CH3:13])[CH2:7][CH2:8][C:9]2=O)=[CH:4][C:3]=1[O:15][CH3:16].[CH:17]([Mg]Br)([CH3:19])[CH3:18], predict the reaction product.